From a dataset of Forward reaction prediction with 1.9M reactions from USPTO patents (1976-2016). Predict the product of the given reaction. (1) Given the reactants Br.[NH2:2][C:3]1[C:4]([OH:17])=[C:5]([C:9]2[CH:10]=[C:11]([C:14]([OH:16])=[O:15])[S:12][CH:13]=2)[CH:6]=[CH:7][CH:8]=1.[N:18]([O-])=O.[Na+].[CH3:22][C:23]1[CH2:24][C:25](=[O:38])[N:26]([C:28]2[CH:37]=[CH:36][C:35]3[CH2:34][CH2:33][CH2:32][CH2:31][C:30]=3[CH:29]=2)[N:27]=1.C(=O)(O)[O-].[Na+], predict the reaction product. The product is: [OH:17][C:4]1[C:3]([NH:2][N:18]=[C:24]2[C:25](=[O:38])[N:26]([C:28]3[CH:37]=[CH:36][C:35]4[CH2:34][CH2:33][CH2:32][CH2:31][C:30]=4[CH:29]=3)[N:27]=[C:23]2[CH3:22])=[CH:8][CH:7]=[CH:6][C:5]=1[C:9]1[CH:10]=[C:11]([C:14]([OH:16])=[O:15])[S:12][CH:13]=1. (2) The product is: [CH2:27]([N:31]([CH2:32][CH3:33])[C:2]1[N:3]=[CH:4][C:5]([NH:8][C:9](=[O:26])[CH:10]([NH:14][C:15](=[O:25])[CH2:16][C:17]2[CH:22]=[C:21]([F:23])[CH:20]=[C:19]([F:24])[CH:18]=2)[CH2:11][CH2:12][CH3:13])=[N:6][CH:7]=1)[CH2:28][CH2:29][CH3:30]. Given the reactants Br[C:2]1[N:3]=[CH:4][C:5]([NH:8][C:9](=[O:26])[CH:10]([NH:14][C:15](=[O:25])[CH2:16][C:17]2[CH:22]=[C:21]([F:23])[CH:20]=[C:19]([F:24])[CH:18]=2)[CH2:11][CH2:12][CH3:13])=[N:6][CH:7]=1.[CH2:27]([NH:31][CH2:32][CH3:33])[CH2:28][CH2:29][CH3:30], predict the reaction product.